From a dataset of Full USPTO retrosynthesis dataset with 1.9M reactions from patents (1976-2016). Predict the reactants needed to synthesize the given product. (1) Given the product [Cl:1][C:2]1[CH:3]=[C:4]([C:8]2[O:12][N:11]=[C:10]([C:13]([N:40]([CH3:39])[C:41]3[N:45]([CH3:46])[C:44]([C:47]4[CH:52]=[CH:51][N:50]=[CH:49][CH:48]=4)=[N:43][N:42]=3)=[O:15])[CH:9]=2)[CH:5]=[CH:6][CH:7]=1, predict the reactants needed to synthesize it. The reactants are: [Cl:1][C:2]1[CH:3]=[C:4]([C:8]2[O:12][N:11]=[C:10]([C:13]([OH:15])=O)[CH:9]=2)[CH:5]=[CH:6][CH:7]=1.Cl.CN(C)CCCN=C=NCC.O.ON1C2C=CC=CC=2N=N1.[CH3:39][NH:40][C:41]1[N:45]([CH3:46])[C:44]([C:47]2[CH:52]=[CH:51][N:50]=[CH:49][CH:48]=2)=[N:43][N:42]=1. (2) Given the product [NH:20]1[CH:24]=[CH:23][N:22]=[C:21]1[C:25]1[CH:26]=[CH:27][C:28]([CH3:41])=[C:29]([NH:31][C:32](=[O:40])[C:33]2[CH:38]=[CH:37][C:36]([O:11][CH2:12][C:13]3[CH:18]=[CH:17][CH:16]=[C:15]([Br:19])[N:14]=3)=[CH:35][CH:34]=2)[CH:30]=1, predict the reactants needed to synthesize it. The reactants are: CC1C=CC(S([O:11][CH2:12][C:13]2[CH:18]=[CH:17][CH:16]=[C:15]([Br:19])[N:14]=2)(=O)=O)=CC=1.[NH:20]1[CH:24]=[CH:23][N:22]=[C:21]1[C:25]1[CH:26]=[CH:27][C:28]([CH3:41])=[C:29]([NH:31][C:32](=[O:40])[C:33]2[CH:38]=[CH:37][C:36](O)=[CH:35][CH:34]=2)[CH:30]=1.C([O-])([O-])=O.[K+].[K+]. (3) Given the product [ClH:1].[ClH:1].[Cl:1][C:2]1[CH:9]=[CH:8][C:5]([CH2:6][N:10]2[CH2:15][CH2:14][NH:13][CH2:12][CH2:11]2)=[CH:4][CH:3]=1, predict the reactants needed to synthesize it. The reactants are: [Cl:1][C:2]1[CH:9]=[CH:8][C:5]([CH2:6]Cl)=[CH:4][CH:3]=1.[NH:10]1[CH2:15][CH2:14][NH:13][CH2:12][CH2:11]1. (4) The reactants are: Cl[C:2](=O)[C:3]([O:5][CH2:6][CH3:7])=[O:4].[CH2:9]([N:11]([CH2:14]C)[CH2:12]C)C.C(OC(N(C)N)=O)(C)(C)C. Given the product [CH3:9][N:11]([CH3:14])/[CH:12]=[CH:2]/[C:3]([O:5][CH2:6][CH3:7])=[O:4], predict the reactants needed to synthesize it. (5) Given the product [Br:1][C:2]1[CH:3]=[CH:4][C:5]2[O:10][C:12]([CH3:14])([CH3:11])[O:8][CH2:7][C:6]=2[CH:9]=1, predict the reactants needed to synthesize it. The reactants are: [Br:1][C:2]1[CH:3]=[CH:4][C:5]([OH:10])=[C:6]([CH:9]=1)[CH2:7][OH:8].[CH3:11][C:12]([CH3:14])=O.[Al+3].[Cl-].[Cl-].[Cl-].